This data is from Catalyst prediction with 721,799 reactions and 888 catalyst types from USPTO. The task is: Predict which catalyst facilitates the given reaction. (1) Reactant: [Cl:1][C:2]1[CH:3]=[CH:4][C:5]([NH:8][C:9]([C:11]2[CH:16]=[C:15]([Cl:17])[CH:14]=[CH:13][C:12]=2[NH:18][C:19]([C:21]2[CH:26]=[CH:25][C:24]([S:27]([CH3:30])(=[NH:29])=[O:28])=[CH:23][CH:22]=2)=[O:20])=[O:10])=[N:6][CH:7]=1.[N:31]#[C:32]Br. Product: [Cl:1][C:2]1[CH:3]=[CH:4][C:5]([NH:8][C:9]([C:11]2[CH:16]=[C:15]([Cl:17])[CH:14]=[CH:13][C:12]=2[NH:18][C:19]([C:21]2[CH:26]=[CH:25][C:24]([S:27]([CH3:30])(=[N:29][C:32]#[N:31])=[O:28])=[CH:23][CH:22]=2)=[O:20])=[O:10])=[N:6][CH:7]=1. The catalyst class is: 79. (2) Reactant: CO.C([O:10][C:11]1[CH:12]=[C:13]([CH:34]=[CH:35][CH:36]=1)[C:14]([NH:16][C:17]1[C:22]([CH3:23])=[C:21]([CH3:24])[C:20]([O:25]CC2C=CC=CC=2)=[C:19]([CH3:33])[N:18]=1)=[O:15])C1C=CC=CC=1. Product: [OH:10][C:11]1[CH:12]=[C:13]([CH:34]=[CH:35][CH:36]=1)[C:14]([NH:16][C:17]1[C:22]([CH3:23])=[C:21]([CH3:24])[C:20]([OH:25])=[C:19]([CH3:33])[N:18]=1)=[O:15]. The catalyst class is: 45. (3) Reactant: C([O:5][C:6](=[O:19])[C:7]([S:10][C:11]1[S:12][CH:13]=[C:14]([CH2:16][CH2:17][NH2:18])[N:15]=1)([CH3:9])[CH3:8])(C)(C)C.Cl[C:21]1[C:26]([Cl:27])=[CH:25][C:24]([C:28]([F:31])([F:30])[F:29])=[CH:23][N:22]=1.F[C:33](F)(F)[C:34](O)=O. Product: [Cl:27][C:26]1[C:21]([N:18]([CH2:23][CH2:24][CH2:25][CH2:26][CH2:21][CH2:33][CH3:34])[CH2:17][CH2:16][C:14]2[N:15]=[C:11]([S:10][C:7]([CH3:8])([CH3:9])[C:6]([OH:5])=[O:19])[S:12][CH:13]=2)=[N:22][CH:23]=[C:24]([C:28]([F:31])([F:30])[F:29])[CH:25]=1. The catalyst class is: 4. (4) Reactant: [Cl:1][C:2]1[CH:30]=[CH:29][C:5]([CH2:6][CH:7]2[C:16]3[C:11](=[CH:12][CH:13]=[C:14]([O:17][CH:18]([F:20])[F:19])[CH:15]=3)[CH2:10][CH2:9][CH:8]2[NH:21]C(=O)OC(C)(C)C)=[CH:4][CH:3]=1.Cl. Product: [ClH:1].[Cl:1][C:2]1[CH:30]=[CH:29][C:5]([CH2:6][CH:7]2[C:16]3[C:11](=[CH:12][CH:13]=[C:14]([O:17][CH:18]([F:20])[F:19])[CH:15]=3)[CH2:10][CH2:9][CH:8]2[NH2:21])=[CH:4][CH:3]=1. The catalyst class is: 4. (5) Reactant: [O:1]1[C:5]2[CH:6]=[CH:7][C:8]([C:10]34[CH2:18][CH2:17][C:16](=O)[CH2:15][CH:14]3[N:13]([CH2:20][C:21]3[CH:26]=[CH:25][CH:24]=[CH:23][CH:22]=3)[CH2:12][CH2:11]4)=[CH:9][C:4]=2[O:3][CH2:2]1.C([O-])=O.[NH4+].[BH3-]C#[N:33].[Na+]. Product: [O:1]1[C:5]2[CH:6]=[CH:7][C:8]([C:10]34[CH2:18][CH2:17][CH:16]([NH2:33])[CH2:15][CH:14]3[N:13]([CH2:20][C:21]3[CH:26]=[CH:25][CH:24]=[CH:23][CH:22]=3)[CH2:12][CH2:11]4)=[CH:9][C:4]=2[O:3][CH2:2]1. The catalyst class is: 5. (6) Reactant: [CH3:1][O:2][C:3]1[CH:21]=[CH:20][C:6]([CH2:7][O:8][C:9]2[CH:10]=[C:11]3[C:16](=[CH:17][CH:18]=2)[NH:15][C:14](=[O:19])[CH2:13][CH2:12]3)=[CH:5][CH:4]=1.[H-].[Na+].[CH2:24]([O:26][C:27](=[O:31])[CH2:28][CH2:29]Br)[CH3:25]. Product: [CH2:24]([O:26][C:27](=[O:31])[CH2:28][CH2:29][N:15]1[C:16]2[C:11](=[CH:10][C:9]([O:8][CH2:7][C:6]3[CH:5]=[CH:4][C:3]([O:2][CH3:1])=[CH:21][CH:20]=3)=[CH:18][CH:17]=2)[CH2:12][CH2:13][C:14]1=[O:19])[CH3:25]. The catalyst class is: 1. (7) Reactant: [CH2:1]([O:8][C:9]1[CH:10]=[CH:11][C:12]2[O:16][C:15]([C:17]([CH:19]3[CH2:24][CH2:23][CH2:22][CH2:21][CH2:20]3)=[O:18])=[C:14]([CH3:25])[C:13]=2[CH:26]=1)[C:2]1[CH:7]=[CH:6][CH:5]=[CH:4][CH:3]=1.[BH4-].[Na+].O. Product: [CH2:1]([O:8][C:9]1[CH:10]=[CH:11][C:12]2[O:16][C:15]([CH:17]([CH:19]3[CH2:20][CH2:21][CH2:22][CH2:23][CH2:24]3)[OH:18])=[C:14]([CH3:25])[C:13]=2[CH:26]=1)[C:2]1[CH:3]=[CH:4][CH:5]=[CH:6][CH:7]=1. The catalyst class is: 111.